This data is from Blood-brain barrier permeability classification from the B3DB database. The task is: Regression/Classification. Given a drug SMILES string, predict its absorption, distribution, metabolism, or excretion properties. Task type varies by dataset: regression for continuous measurements (e.g., permeability, clearance, half-life) or binary classification for categorical outcomes (e.g., BBB penetration, CYP inhibition). Dataset: b3db_classification. (1) The molecule is O=C(O)c1ccc2nc(-c3cc(Cl)cc(Cl)c3)oc2c1. The result is 0 (does not penetrate BBB). (2) The molecule is CC1CN(CCCn2c3ccccc3c3ccccc32)CC(C)N1. The result is 1 (penetrates BBB). (3) The compound is Cc1oc(=O)oc1CN1CCN(c2cc3c(cc2F)c(=O)c(C(=O)O)c2n3C(C)S2)CC1. The result is 0 (does not penetrate BBB). (4) The drug is O=C1NC(=O)C2(CCN(C(=O)Cc3ccc(Cl)c(Cl)c3)C(CN3CCCC3)C2)N1. The result is 0 (does not penetrate BBB). (5) The drug is ClCC(Cl)(Cl)Cl. The result is 1 (penetrates BBB). (6) The drug is COc1ccc(NC(=O)C[C@H]2OC(=O)c3c2ccc(OC)c3OC)cc1N1CCCS1(=O)=O. The result is 1 (penetrates BBB). (7) The drug is Cn1c(=O)c2[nH]cnc2n(C)c1=O. The result is 1 (penetrates BBB). (8) The molecule is CCCCCN[C@@]12C=CC(=O)[C@@H]3Oc4c(O)ccc5c4[C@@]31CCN(C)[C@@H]2C5. The result is 1 (penetrates BBB). (9) The molecule is C=CCC1(C2C=CCCC2)C(=O)NC(=S)NC1=O. The result is 1 (penetrates BBB). (10) The drug is COCC1=C(C(=O)O[C@H](C)OC(=O)OC(C)C)N2C(=O)[C@H](NC(=O)C(=NOC)c3csc(N)n3)[C@@H]2SC1. The result is 1 (penetrates BBB).